This data is from Full USPTO retrosynthesis dataset with 1.9M reactions from patents (1976-2016). The task is: Predict the reactants needed to synthesize the given product. (1) Given the product [CH3:14][Si:15]([C:18]#[C:1][C:3]1[CH:8]=[CH:7][N:6]=[CH:5][CH:4]=1)([CH3:17])[CH3:16], predict the reactants needed to synthesize it. The reactants are: [C:1]([C:3]1[CH:8]=[CH:7][N:6]=[CH:5][CH:4]=1)#N.[Li].[C-]#[C-].[Li+].[Li+].[CH3:14][Si:15]([C:18]#C)([CH3:17])[CH3:16].C([Li])CCC. (2) Given the product [CH3:1][O:2][C:3]1[CH:8]=[CH:7][C:6]([C:9]2[C:14]([CH2:15][OH:16])=[CH:13][N:12]=[C:11]([S:20][CH3:21])[N:10]=2)=[CH:5][CH:4]=1, predict the reactants needed to synthesize it. The reactants are: [CH3:1][O:2][C:3]1[CH:8]=[CH:7][C:6]([C:9]2[C:14]([C:15](OCC)=[O:16])=[CH:13][N:12]=[C:11]([S:20][CH3:21])[N:10]=2)=[CH:5][CH:4]=1.[H-].C([Al+]CC(C)C)C(C)C. (3) Given the product [CH3:32][N:33]([CH2:45][CH2:46][N:47]1[CH2:52][CH2:51][O:50][CH2:49][CH2:48]1)[C:34](=[O:35])[C:36]1[CH:44]=[CH:43][CH:42]=[C:38]([C:39]([NH:1][C:2]2[CH:25]=[CH:24][C:23]([N:26]3[CH2:31][CH2:30][CH2:29][CH2:28][CH2:27]3)=[CH:22][C:3]=2[C:4](=[O:5])[NH:6][C:7]2[CH:11]=[CH:10][N:9]([C:12]3[CH:17]=[CH:16][CH:15]=[C:14]([C:18]([F:20])([F:21])[F:19])[CH:13]=3)[N:8]=2)=[O:40])[CH:37]=1, predict the reactants needed to synthesize it. The reactants are: [NH2:1][C:2]1[CH:25]=[CH:24][C:23]([N:26]2[CH2:31][CH2:30][CH2:29][CH2:28][CH2:27]2)=[CH:22][C:3]=1[C:4]([NH:6][C:7]1[CH:11]=[CH:10][N:9]([C:12]2[CH:17]=[CH:16][CH:15]=[C:14]([C:18]([F:21])([F:20])[F:19])[CH:13]=2)[N:8]=1)=[O:5].[CH3:32][N:33]([CH2:45][CH2:46][N:47]1[CH2:52][CH2:51][O:50][CH2:49][CH2:48]1)[C:34]([C:36]1[CH:37]=[C:38]([CH:42]=[CH:43][CH:44]=1)[C:39](O)=[O:40])=[O:35].CCN=C=NCCCN(C)C.Cl.